From a dataset of Reaction yield outcomes from USPTO patents with 853,638 reactions. Predict the reaction yield, written as a fraction of the theoretical maximum amount of product (1.0 means a 100% yield; for example, 0.34 means a 34% yield). (1) The reactants are Cl[C:2]1[CH:7]=[C:6]([Cl:8])[CH:5]=[CH:4][C:3]=1[CH:9]([F:12])[CH2:10][NH2:11].[Cl:13][C:14]1[CH:15]=[C:16]2[C:21](=[CH:22][C:23]=1[O:24][C:25]1[CH:33]=[CH:32][C:28]([C:29](O)=[O:30])=[CH:27][CH:26]=1)[O:20][CH2:19][CH2:18][CH:17]2[C:34]([O:36][CH2:37][CH3:38])=[O:35].N1C2C(=NC=CC=2)N(O)N=1.Cl.C(N=C=NCCCN(C)C)C. The catalyst is CN(C=O)C.CCOC(C)=O. The product is [Cl:13][C:14]1[CH:15]=[C:16]2[C:21](=[CH:22][C:23]=1[O:24][C:25]1[CH:33]=[CH:32][C:28]([C:29](=[O:30])[NH:11][CH2:10][CH:9]([C:3]3[CH:4]=[CH:5][C:6]([Cl:8])=[CH:7][CH:2]=3)[F:12])=[CH:27][CH:26]=1)[O:20][CH2:19][CH2:18][CH:17]2[C:34]([O:36][CH2:37][CH3:38])=[O:35]. The yield is 0.938. (2) The reactants are [OH:1][CH2:2][CH2:3][O:4][C@H:5]1[CH2:10][CH2:9][C@H:8]([N:11]2[C:16](=[O:17])[C:15]([CH2:18][C:19]3[CH:24]=[CH:23][C:22]([C:25]4[C:26]([C:31]#[N:32])=[CH:27][CH:28]=[CH:29][CH:30]=4)=[CH:21][CH:20]=3)=[C:14]([CH2:33][CH2:34][CH3:35])[N:13]3[N:36]=[C:37]([CH3:39])[N:38]=[C:12]23)[CH2:7][CH2:6]1.[N:40]1C(C)=CC=CC=1C.FC(F)(F)S(O[Si](C(C)(C)C)(C)C)(=O)=O.Cl.N12CCCN=C1CCCCC2.[C:75]([O:78]CC)(=[O:77])C. The catalyst is O1CCCC1.O. The product is [OH:1][CH2:2][CH2:3][O:4][C@H:5]1[CH2:10][CH2:9][C@H:8]([N:11]2[C:16](=[O:17])[C:15]([CH2:18][C:19]3[CH:24]=[CH:23][C:22]([C:25]4[CH:30]=[CH:29][CH:28]=[CH:27][C:26]=4[C:31]4[NH:40][C:75](=[O:77])[O:78][N:32]=4)=[CH:21][CH:20]=3)=[C:14]([CH2:33][CH2:34][CH3:35])[N:13]3[N:36]=[C:37]([CH3:39])[N:38]=[C:12]23)[CH2:7][CH2:6]1. The yield is 0.170. (3) The reactants are [C:1](=[O:4])([O-])O.[Na+].[CH3:6][OH:7].O.[N:9]1[C:16](Cl)=[N:15][C:13](Cl)=[N:12][C:10]=1[Cl:11]. No catalyst specified. The product is [Cl:11][C:10]1[N:12]=[C:13]([O:7][CH3:6])[N:15]=[C:16]([O:4][CH3:1])[N:9]=1. The yield is 0.672. (4) The reactants are [Cl:1][C:2]1[CH:10]=[C:9]2[C:5]([C:6]([C:14](=[O:19])C(F)(F)F)=[CH:7][N:8]2[CH:11]([CH3:13])[CH3:12])=[CH:4][CH:3]=1.[OH-:20].[Na+].Cl. No catalyst specified. The product is [Cl:1][C:2]1[CH:10]=[C:9]2[C:5]([C:6]([C:14]([OH:19])=[O:20])=[CH:7][N:8]2[CH:11]([CH3:12])[CH3:13])=[CH:4][CH:3]=1. The yield is 0.990. (5) The reactants are [CH3:1][C:2]1([CH3:15])[CH2:6][N:5](CC2C=CC=CC=2)[CH2:4][C@H:3]1[OH:14].[ClH:16]. The catalyst is CO.[Pd]. The product is [ClH:16].[CH3:1][C:2]1([CH3:15])[CH2:6][NH:5][CH2:4][C@H:3]1[OH:14]. The yield is 0.930. (6) The reactants are [CH:1]([C:3]1[O:11][C:10]2[C:9]([C:12]3[CH:13]=[C:14]([CH:24]=[CH:25][CH:26]=3)[O:15][C:16]3[CH:23]=[CH:22][CH:21]=[CH:20][C:17]=3[C:18]#[N:19])=[CH:8][N:7]=[CH:6][C:5]=2[CH:4]=1)=O.[CH2:27]1[S:33][C:31](=[O:32])[NH:30][C:28]1=[O:29].NCCC(O)=O. The catalyst is C(O)(=O)C. The product is [O:32]=[C:31]1[NH:30][C:28](=[O:29])/[C:27](=[CH:1]/[C:3]2[O:11][C:10]3[C:9]([C:12]4[CH:13]=[C:14]([CH:24]=[CH:25][CH:26]=4)[O:15][C:16]4[CH:23]=[CH:22][CH:21]=[CH:20][C:17]=4[C:18]#[N:19])=[CH:8][N:7]=[CH:6][C:5]=3[CH:4]=2)/[S:33]1. The yield is 0.750. (7) The reactants are [F:1][C:2]1[CH:11]=[CH:10][C:5]2[NH:6][C:7](=O)[NH:8][C:4]=2[CH:3]=1.P(Cl)(Cl)([Cl:14])=O. No catalyst specified. The product is [Cl:14][C:7]1[NH:8][C:4]2[CH:3]=[C:2]([F:1])[CH:11]=[CH:10][C:5]=2[N:6]=1. The yield is 0.820. (8) The reactants are [O:1]([C:8]1[CH:13]=[CH:12][CH:11]=[CH:10][C:9]=1[N:14]=[C:15]=[O:16])[C:2]1[CH:7]=[CH:6][CH:5]=[CH:4][CH:3]=1.[NH2:17][C:18]1[CH:23]=[CH:22][CH:21]=[CH:20][N:19]=1. No catalyst specified. The product is [O:1]([C:8]1[CH:13]=[CH:12][CH:11]=[CH:10][C:9]=1[NH:14][C:15]([NH:17][C:18]1[CH:23]=[CH:22][CH:21]=[CH:20][N:19]=1)=[O:16])[C:2]1[CH:3]=[CH:4][CH:5]=[CH:6][CH:7]=1. The yield is 0.720. (9) The reactants are [NH2:1][C:2]1[C:7]([CH2:8][NH:9][CH3:10])=[CH:6][C:5]([Br:11])=[CH:4][N:3]=1.[C:12](O[C:12]([O:14][C:15]([CH3:18])([CH3:17])[CH3:16])=[O:13])([O:14][C:15]([CH3:18])([CH3:17])[CH3:16])=[O:13]. The yield is 0.850. The product is [Br:11][C:5]1[CH:6]=[C:7]([CH2:8][N:9]([C:12]([O:14][C:15]([CH3:18])([CH3:17])[CH3:16])=[O:13])[CH3:10])[C:2]([NH:1][C:12]([O:14][C:15]([CH3:18])([CH3:17])[CH3:16])=[O:13])=[N:3][CH:4]=1. The catalyst is C1COCC1.